From a dataset of Peptide-MHC class II binding affinity with 134,281 pairs from IEDB. Regression. Given a peptide amino acid sequence and an MHC pseudo amino acid sequence, predict their binding affinity value. This is MHC class II binding data. (1) The peptide sequence is VLAKSPDTTCSEIEE. The MHC is HLA-DPA10301-DPB10402 with pseudo-sequence HLA-DPA10301-DPB10402. The binding affinity (normalized) is 0.134. (2) The peptide sequence is NNEPTAAAIAYGLDR. The MHC is HLA-DQA10401-DQB10402 with pseudo-sequence HLA-DQA10401-DQB10402. The binding affinity (normalized) is 0.548. (3) The peptide sequence is HSCKVKIVPLDGNKLFNIAQR. The MHC is DRB1_0101 with pseudo-sequence DRB1_0101. The binding affinity (normalized) is 0.851. (4) The peptide sequence is EEDIEIIPKQEEEY. The MHC is HLA-DPA10301-DPB10402 with pseudo-sequence HLA-DPA10301-DPB10402. The binding affinity (normalized) is 0.118. (5) The peptide sequence is LNCNINNVVRIKVPF. The MHC is DRB1_0701 with pseudo-sequence DRB1_0701. The binding affinity (normalized) is 0.340. (6) The peptide sequence is LKKLVFGYRKPLDNI. The MHC is DRB1_0405 with pseudo-sequence DRB1_0405. The binding affinity (normalized) is 0.409. (7) The MHC is DRB1_0701 with pseudo-sequence DRB1_0701. The binding affinity (normalized) is 0.644. The peptide sequence is GELQIVDKIVAAFKI. (8) The peptide sequence is TVWAQSAAFPAFKPE. The binding affinity (normalized) is 0.879. The MHC is DRB1_0101 with pseudo-sequence DRB1_0101.